This data is from Reaction yield outcomes from USPTO patents with 853,638 reactions. The task is: Predict the reaction yield, written as a fraction of the theoretical maximum amount of product (1.0 means a 100% yield; for example, 0.34 means a 34% yield). (1) The reactants are [F:1][C:2]1[CH:7]=[CH:6][CH:5]=[C:4]([F:8])[C:3]=1[N:9]1[C:14]2[N:15]=[C:16](S(C)=O)[N:17]=[C:18]([C:19]3[CH:20]=[C:21]([CH:28]=[CH:29][C:30]=3[CH3:31])[C:22]([NH:24][CH:25]([CH3:27])[CH3:26])=[O:23])[C:13]=2[CH2:12][NH:11][C:10]1=[O:35].C(Cl)(Cl)Cl.[CH3:40][N:41]([CH3:47])[CH:42]1[CH2:46][CH2:45][NH:44][CH2:43]1.C(N(CC)C(C)C)(C)C. The catalyst is C1COCC1. The product is [F:1][C:2]1[CH:7]=[CH:6][CH:5]=[C:4]([F:8])[C:3]=1[N:9]1[C:14]2[N:15]=[C:16]([N:44]3[CH2:45][CH2:46][CH:42]([N:41]([CH3:47])[CH3:40])[CH2:43]3)[N:17]=[C:18]([C:19]3[CH:20]=[C:21]([CH:28]=[CH:29][C:30]=3[CH3:31])[C:22]([NH:24][CH:25]([CH3:27])[CH3:26])=[O:23])[C:13]=2[CH2:12][NH:11][C:10]1=[O:35]. The yield is 0.760. (2) The reactants are [C:1]([O:5][C:6](=[O:20])[NH:7][C:8]1[C:17]2[C:12](=[CH:13][CH:14]=[CH:15][CH:16]=2)[C:11]([C:18]#N)=[CH:10][CH:9]=1)([CH3:4])([CH3:3])[CH3:2].C([O:25][C:26](=O)[NH:27][C:28]1C2C(=CC=CC=2)C(C=O)=CC=1)(C)(C)C.C1(C)C(S([N+]#[C-])(=O)=O)=CC=CC=1.C(=O)([O-])[O-].[K+].[K+]. The catalyst is CO. The product is [C:1]([O:5][C:6](=[O:20])[NH:7][C:8]1[C:17]2[C:12](=[CH:13][CH:14]=[CH:15][CH:16]=2)[C:11]([C:18]2[O:25][CH:26]=[N:27][CH:28]=2)=[CH:10][CH:9]=1)([CH3:4])([CH3:3])[CH3:2]. The yield is 0.440. (3) The reactants are [Br:1][CH2:2][C:3]([CH:5]1[O:10][C:9]2[CH:11]=[CH:12][CH:13]=[CH:14][C:8]=2[O:7][CH2:6]1)=[O:4].[BH4-].[Na+]. The catalyst is CO. The product is [Br:1][CH2:2][CH:3]([CH:5]1[O:10][C:9]2[CH:11]=[CH:12][CH:13]=[CH:14][C:8]=2[O:7][CH2:6]1)[OH:4]. The yield is 0.840. (4) The reactants are [C:1]([O:6][C@@H:7]1[C@@H:15]([CH2:16][CH2:17][OH:18])[C:14](=[O:19])[O:13][CH2:12][C@H:11]([NH:20][C:21]([O:23][C:24]([CH3:27])([CH3:26])[CH3:25])=[O:22])[C:10](=[O:28])[O:9][C@H:8]1[CH3:29])(=[O:5])[CH:2]([CH3:4])[CH3:3].N1C=CC=CC=1.[CH3:36][S:37](Cl)(=[O:39])=[O:38]. The catalyst is C(Cl)Cl. The product is [C:1]([O:6][C@@H:7]1[C@@H:15]([CH2:16][CH2:17][O:18][S:37]([CH3:36])(=[O:39])=[O:38])[C:14](=[O:19])[O:13][CH2:12][C@H:11]([NH:20][C:21]([O:23][C:24]([CH3:26])([CH3:25])[CH3:27])=[O:22])[C:10](=[O:28])[O:9][C@H:8]1[CH3:29])(=[O:5])[CH:2]([CH3:4])[CH3:3]. The yield is 0.840. (5) The reactants are C(OC(=O)[NH:7][C:8]1([CH2:16][N:17]2[C:25]3[C:20](=[C:21]([C:26]4[N:30]=[C:29]([C:31]5[CH:36]=[CH:35][C:34]([O:37][CH2:38][CH3:39])=[C:33]([Cl:40])[CH:32]=5)[O:28][N:27]=4)[CH:22]=[CH:23][CH:24]=3)[CH:19]=[CH:18]2)[CH2:13][O:12]C(C)(C)[O:10][CH2:9]1)(C)(C)C.C(OC1C=C(C2ON=C(C3C=CC=C4C=3CCN4CC3(NC(=O)OC(C)(C)C)COC(C)(C)OC3)N=2)C=CC=1OCC)C. No catalyst specified. The product is [NH2:7][C:8]([CH2:16][N:17]1[C:25]2[C:20](=[C:21]([C:26]3[N:30]=[C:29]([C:31]4[CH:36]=[CH:35][C:34]([O:37][CH2:38][CH3:39])=[C:33]([Cl:40])[CH:32]=4)[O:28][N:27]=3)[CH:22]=[CH:23][CH:24]=2)[CH:19]=[CH:18]1)([CH2:9][OH:10])[CH2:13][OH:12]. The yield is 0.833. (6) The reactants are [CH3:1][O:2][C:3](=[O:14])[C:4]1[CH:9]=[CH:8][C:7](Br)=[CH:6][C:5]=1[N+]([O-])=O.C([Sn](CCCC)(CCCC)[CH:20]=[CH:21][O:22][CH2:23][CH3:24])CCC.O.CCOC(C)=O. The catalyst is O1CCOCC1. The product is [CH3:1][O:2][C:3](=[O:14])[C:4]1[CH:9]=[CH:8][C:7]([C:21]([O:22][CH2:23][CH3:24])=[CH2:20])=[CH:6][CH:5]=1. The yield is 0.790. (7) The reactants are [Cl:1][C:2]1[CH:3]=[CH:4][C:5]([O:28][CH2:29][CH:30]([CH3:32])[CH3:31])=[C:6]([CH2:8][N:9]2[C:13]([CH3:14])=[CH:12][C:11]([C:15]([NH:17][C:18]3[CH:23]=[CH:22][C:21]([CH:24]=O)=[C:20]([O:26][CH3:27])[CH:19]=3)=[O:16])=[N:10]2)[CH:7]=1.[NH:33]1[CH2:38][CH2:37][O:36][CH2:35][CH2:34]1.C(O[BH-](OC(=O)C)OC(=O)C)(=O)C.[Na+].C(OCC)(=O)C. The catalyst is O1CCCC1.[Cl-].[Na+].O. The product is [ClH:1].[Cl:1][C:2]1[CH:3]=[CH:4][C:5]([O:28][CH2:29][CH:30]([CH3:32])[CH3:31])=[C:6]([CH2:8][N:9]2[C:13]([CH3:14])=[CH:12][C:11]([C:15]([NH:17][C:18]3[CH:23]=[CH:22][C:21]([CH2:24][N:33]4[CH2:38][CH2:37][O:36][CH2:35][CH2:34]4)=[C:20]([O:26][CH3:27])[CH:19]=3)=[O:16])=[N:10]2)[CH:7]=1. The yield is 0.550. (8) The reactants are [F:1][C:2]1[CH:7]=[C:6]([O:8][C:9]2[CH:14]=[CH:13][N:12]=[CH:11][C:10]=2[C:15]2[CH:16]=[N:17][N:18]([CH3:20])[CH:19]=2)[C:5]([F:21])=[CH:4][C:3]=1[NH:22][C:23]([C:25]1([C:28]([NH:30][C:31]2[CH:36]=[CH:35][C:34]([F:37])=[CH:33][CH:32]=2)=[O:29])[CH2:27][CH2:26]1)=[O:24].[CH3:38][S:39]([OH:42])(=[O:41])=[O:40]. The catalyst is C(#N)C. The product is [S:39]([OH:42])(=[O:41])(=[O:40])[CH3:38].[F:1][C:2]1[CH:7]=[C:6]([O:8][C:9]2[CH:14]=[CH:13][N:12]=[CH:11][C:10]=2[C:15]2[CH:16]=[N:17][N:18]([CH3:20])[CH:19]=2)[C:5]([F:21])=[CH:4][C:3]=1[NH:22][C:23]([C:25]1([C:28]([NH:30][C:31]2[CH:32]=[CH:33][C:34]([F:37])=[CH:35][CH:36]=2)=[O:29])[CH2:27][CH2:26]1)=[O:24]. The yield is 0.740.